From a dataset of Peptide-MHC class I binding affinity with 185,985 pairs from IEDB/IMGT. Regression. Given a peptide amino acid sequence and an MHC pseudo amino acid sequence, predict their binding affinity value. This is MHC class I binding data. (1) The peptide sequence is LPDWATERF. The MHC is HLA-B54:01 with pseudo-sequence HLA-B54:01. The binding affinity (normalized) is 0.0615. (2) The peptide sequence is RVYNNTARY. The MHC is HLA-A26:02 with pseudo-sequence HLA-A26:02. The binding affinity (normalized) is 0.420.